Dataset: NCI-60 drug combinations with 297,098 pairs across 59 cell lines. Task: Regression. Given two drug SMILES strings and cell line genomic features, predict the synergy score measuring deviation from expected non-interaction effect. (1) Drug 1: CN(C(=O)NC(C=O)C(C(C(CO)O)O)O)N=O. Drug 2: C(CCl)NC(=O)N(CCCl)N=O. Synergy scores: CSS=-0.555, Synergy_ZIP=0.482, Synergy_Bliss=1.05, Synergy_Loewe=0.0759, Synergy_HSA=-0.221. Cell line: MCF7. (2) Drug 1: C1CCN(CC1)CCOC2=CC=C(C=C2)C(=O)C3=C(SC4=C3C=CC(=C4)O)C5=CC=C(C=C5)O. Drug 2: CC1C(C(CC(O1)OC2CC(CC3=C2C(=C4C(=C3O)C(=O)C5=CC=CC=C5C4=O)O)(C(=O)C)O)N)O. Cell line: SF-539. Synergy scores: CSS=45.3, Synergy_ZIP=2.29, Synergy_Bliss=3.97, Synergy_Loewe=2.78, Synergy_HSA=4.19. (3) Drug 1: CN1CCC(CC1)COC2=C(C=C3C(=C2)N=CN=C3NC4=C(C=C(C=C4)Br)F)OC. Drug 2: CN(CCCl)CCCl.Cl. Cell line: RXF 393. Synergy scores: CSS=14.7, Synergy_ZIP=-3.92, Synergy_Bliss=1.83, Synergy_Loewe=2.33, Synergy_HSA=3.86.